From a dataset of HIV replication inhibition screening data with 41,000+ compounds from the AIDS Antiviral Screen. Binary Classification. Given a drug SMILES string, predict its activity (active/inactive) in a high-throughput screening assay against a specified biological target. (1) The drug is O=C(NCCn1ccnn1)Nc1ccccc1. The result is 0 (inactive). (2) The compound is CSC1=C(C#N)C(=O)N(c2ccc(C)cc2)C(=S)C1C#N. The result is 0 (inactive). (3) The compound is ON=Cc1cc2c(cc1Br)OCO2. The result is 0 (inactive). (4) The molecule is CCCCc1c2c(nc3c1CCCC3=Cc1ccccc1)C(=O)CCC2. The result is 0 (inactive). (5) The molecule is NC(CSCCSCC(N)C(=O)O)C(=O)O. The result is 0 (inactive).